Dataset: Choline transporter screen with 302,306 compounds. Task: Binary Classification. Given a drug SMILES string, predict its activity (active/inactive) in a high-throughput screening assay against a specified biological target. The drug is s1c(C(=O)Nc2c(cc3OCCOc3c2)C(=O)CC)ccc1. The result is 0 (inactive).